Dataset: Full USPTO retrosynthesis dataset with 1.9M reactions from patents (1976-2016). Task: Predict the reactants needed to synthesize the given product. (1) The reactants are: [CH3:1][NH:2][CH:3]([CH3:7])[CH2:4][CH2:5][OH:6].C(N(CC)CC)C.[C:23](O[C:23]([O:25][C:26]([CH3:29])([CH3:28])[CH3:27])=[O:24])([O:25][C:26]([CH3:29])([CH3:28])[CH3:27])=[O:24]. Given the product [C:26]([O:25][C:23](=[O:24])[N:2]([CH:3]([CH3:7])[CH2:4][CH2:5][OH:6])[CH3:1])([CH3:27])([CH3:28])[CH3:29], predict the reactants needed to synthesize it. (2) Given the product [Br:16][C:17]1[CH:22]=[CH:21][C:20]([C:30](=[O:31])[C:29]([F:36])([F:35])[F:28])=[C:19]([F:23])[C:18]=1[Si:24]([CH3:27])([CH3:26])[CH3:25], predict the reactants needed to synthesize it. The reactants are: C([Li])CCC.CC1(C)CCCC(C)(C)N1.[Br:16][C:17]1[CH:22]=[CH:21][CH:20]=[C:19]([F:23])[C:18]=1[Si:24]([CH3:27])([CH3:26])[CH3:25].[F:28][C:29]([F:36])([F:35])[C:30](OCC)=[O:31].[Cl-].[NH4+]. (3) Given the product [CH3:17][C:14]1[CH:15]=[CH:16][C:11]([C:8]2[S:9][CH:10]=[C:6]([CH2:4][OH:3])[N:7]=2)=[C:12]([N+:18]([O-:20])=[O:19])[CH:13]=1, predict the reactants needed to synthesize it. The reactants are: C([O:3][C:4]([C:6]1[N:7]=[C:8]([C:11]2[CH:16]=[CH:15][C:14]([CH3:17])=[CH:13][C:12]=2[N+:18]([O-:20])=[O:19])[S:9][CH:10]=1)=O)C.[BH4-].[Na+].Cl. (4) Given the product [CH:1]1([N:4]([CH2:18][C:19]2[O:20][CH:21]=[C:22]([C:24]([N:51]([CH2:52][C:53]3[CH:54]=[CH:55][C:56]([CH2:57][N:58]4[CH2:61][CH:60]([OH:62])[CH2:59]4)=[CH:63][CH:64]=3)[CH3:50])=[O:26])[N:23]=2)[S:5]([C:8]2[C:13]([CH3:14])=[CH:12][C:11]([O:15][CH3:16])=[CH:10][C:9]=2[CH3:17])(=[O:6])=[O:7])[CH2:2][CH2:3]1, predict the reactants needed to synthesize it. The reactants are: [CH:1]1([N:4]([CH2:18][C:19]2[O:20][CH:21]=[C:22]([C:24]([OH:26])=O)[N:23]=2)[S:5]([C:8]2[C:13]([CH3:14])=[CH:12][C:11]([O:15][CH3:16])=[CH:10][C:9]=2[CH3:17])(=[O:7])=[O:6])[CH2:3][CH2:2]1.CCN=C=NCCCN(C)C.C1C=CC2N(O)N=NC=2C=1.Cl.Cl.[CH3:50][NH:51][CH2:52][C:53]1[CH:64]=[CH:63][C:56]([CH2:57][N:58]2[CH2:61][CH:60]([OH:62])[CH2:59]2)=[CH:55][CH:54]=1. (5) Given the product [CH:22]1([NH:21][C:16]2[CH:15]=[C:14]([C:5]3[CH:6]=[C:7]([CH3:8])[C:2]([F:1])=[CH:3][C:4]=3[CH3:12])[N:19]=[C:18]([NH2:20])[N:17]=2)[CH2:24][CH2:23]1, predict the reactants needed to synthesize it. The reactants are: [F:1][C:2]1[C:7]([CH3:8])=[CH:6][C:5](B(O)O)=[C:4]([CH3:12])[CH:3]=1.Cl[C:14]1[N:19]=[C:18]([NH2:20])[N:17]=[C:16]([NH:21][CH:22]2[CH2:24][CH2:23]2)[CH:15]=1. (6) Given the product [NH2:10][C@@H:11]1[CH2:16][CH2:15][CH2:14][N:13]([C:17]2[N:22]([CH2:23][C:24]3[CH:31]=[CH:30][CH:29]=[CH:28][C:25]=3[C:26]#[N:27])[C:21](=[O:32])[NH:20][C:19](=[O:34])[C:18]=2[Cl:35])[CH2:12]1, predict the reactants needed to synthesize it. The reactants are: C(O)(=O)C1C=CC=CC=1.[NH2:10][CH:11]1[CH2:16][CH2:15][CH2:14][N:13]([C:17]2[N:22]([CH2:23][C:24]3[CH:31]=[CH:30][CH:29]=[CH:28][C:25]=3[C:26]#[N:27])[C:21](=[O:32])[N:20](C)[C:19](=[O:34])[CH:18]=2)[CH2:12]1.[ClH:35]. (7) Given the product [F:32][C:21]1([F:20])[O:25][C:24]2[CH:26]=[CH:27][C:28]([CH2:30][N:4]3[CH2:3][CH2:2][N:1]([C:7]4[CH:8]=[CH:9][C:10]5[N:11]([C:13]([C:16]([F:17])([F:18])[F:19])=[N:14][N:15]=5)[N:12]=4)[CH2:6][CH2:5]3)=[CH:29][C:23]=2[O:22]1, predict the reactants needed to synthesize it. The reactants are: [N:1]1([C:7]2[CH:8]=[CH:9][C:10]3[N:11]([C:13]([C:16]([F:19])([F:18])[F:17])=[N:14][N:15]=3)[N:12]=2)[CH2:6][CH2:5][NH:4][CH2:3][CH2:2]1.[F:20][C:21]1([F:32])[O:25][C:24]2[CH:26]=[CH:27][C:28]([CH:30]=O)=[CH:29][C:23]=2[O:22]1. (8) Given the product [Br:1][C:2]1[CH:7]=[CH:6][C:5]([S:8]([NH:16][CH2:15][CH2:14][O:13][CH3:12])(=[O:10])=[O:9])=[CH:4][CH:3]=1, predict the reactants needed to synthesize it. The reactants are: [Br:1][C:2]1[CH:7]=[CH:6][C:5]([S:8](Cl)(=[O:10])=[O:9])=[CH:4][CH:3]=1.[CH3:12][O:13][CH2:14][CH2:15][NH2:16]. (9) Given the product [CH3:12][C@H:13]1[CH2:18][N:17]([CH2:8][C:7]2[CH:10]=[CH:11][C:4]([N+:1]([O-:3])=[O:2])=[CH:5][CH:6]=2)[CH2:16][CH2:15][N:14]1[C:19]([O:21][C:22]([CH3:23])([CH3:25])[CH3:24])=[O:20], predict the reactants needed to synthesize it. The reactants are: [N+:1]([C:4]1[CH:11]=[CH:10][C:7]([CH:8]=O)=[CH:6][CH:5]=1)([O-:3])=[O:2].[CH3:12][C@H:13]1[CH2:18][NH:17][CH2:16][CH2:15][N:14]1[C:19]([O:21][C:22]([CH3:25])([CH3:24])[CH3:23])=[O:20].C(N(CC)CC)C.C(O[BH-](OC(=O)C)OC(=O)C)(=O)C.[Na+].C([O-])(O)=O.[Na+]. (10) Given the product [CH3:1][O:2][C:3]([C:5]1[CH:14]=[C:13]([OH:15])[C:12]2[C:7](=[C:8]([O:17][CH2:18][C:19]3[CH:24]=[CH:23][CH:22]=[CH:21][CH:20]=3)[CH:9]=[C:10]([CH2:13][C:12]3[CH:7]=[CH:8][CH:9]=[CH:10][CH:11]=3)[CH:11]=2)[N:6]=1)=[O:4], predict the reactants needed to synthesize it. The reactants are: [CH3:1][O:2][C:3]([C:5]1[CH:14]=[C:13]([OH:15])[C:12]2[C:7](=[C:8]([O:17][CH2:18][C:19]3[CH:24]=[CH:23][CH:22]=[CH:21][CH:20]=3)[CH:9]=[C:10](Br)[CH:11]=2)[N:6]=1)=[O:4].